This data is from Full USPTO retrosynthesis dataset with 1.9M reactions from patents (1976-2016). The task is: Predict the reactants needed to synthesize the given product. (1) Given the product [NH2:7][C:6]1[N:13]([C:14]2[CH:19]=[CH:18][C:17]([CH3:20])=[CH:16][CH:15]=2)[N:12]=[C:4]([C:3]([CH3:10])([CH3:9])[CH2:2][OH:1])[CH:5]=1, predict the reactants needed to synthesize it. The reactants are: [OH:1][CH2:2][C:3]([CH3:10])([CH3:9])[C:4](=O)[CH2:5][C:6]#[N:7].Cl[NH:12][NH:13][C:14]1[CH:19]=[CH:18][CH:17]=[CH:16][CH:15]=1.[CH2:20](O)C. (2) Given the product [OH:18][N:17]=[C:24]([C:25]1[CH:12]=[CH:11][C:10]2[C:6]3[CH:5]=[CH:4][CH:3]=[CH:15][C:7]=3[O:8][C:9]=2[CH:14]=1)[NH2:21], predict the reactants needed to synthesize it. The reactants are: C([C:3]1[CH:4]=[CH:5][C:6]2[C:10]3[CH:11]=[CH:12]C=[CH:14][C:9]=3[O:8][C:7]=2[CH:15]=1)#N.Cl.[NH2:17][OH:18].C([N:21]([CH2:24][CH3:25])CC)C.O. (3) The reactants are: FC(F)(F)C(O)=O.[Br:8][C:9]1[CH:14]=[CH:13][N:12]=[C:11]2[NH:15][C:16]([CH2:18][C:19]([OH:21])=O)=[CH:17][C:10]=12.ON1C2C=CC=CC=2N=N1.CN(C)CCCN=C=NCC.C(N(CC)C(C)C)(C)C.[CH3:52][O:53][C:54]1[CH:59]=[CH:58][CH:57]=[C:56]([NH2:60])[CH:55]=1. Given the product [Br:8][C:9]1[CH:14]=[CH:13][N:12]=[C:11]2[NH:15][C:16]([CH2:18][C:19]([NH:60][C:56]3[CH:57]=[CH:58][CH:59]=[C:54]([O:53][CH3:52])[CH:55]=3)=[O:21])=[CH:17][C:10]=12, predict the reactants needed to synthesize it. (4) Given the product [ClH:30].[NH:34]1[CH2:35][CH2:36][N:32]=[C:33]1[C:37]1[CH:38]=[CH:39][C:40]([CH2:43][CH2:44][NH:45][C:27](=[O:28])[CH2:26][CH:25]2[C:24]3[C:19](=[CH:20][CH:21]=[CH:22][CH:23]=3)[C:18]3[CH:17]=[CH:16][CH:15]=[CH:14][C:13]=3[N:12]2[S:9]([C:6]2[CH:7]=[CH:8][C:3]([O:2][CH3:1])=[CH:4][CH:5]=2)(=[O:11])=[O:10])=[CH:41][CH:42]=1, predict the reactants needed to synthesize it. The reactants are: [CH3:1][O:2][C:3]1[CH:8]=[CH:7][C:6]([S:9]([N:12]2[CH:25]([CH2:26][C:27](O)=[O:28])[C:24]3[C:19](=[CH:20][CH:21]=[CH:22][CH:23]=3)[C:18]3[CH:17]=[CH:16][CH:15]=[CH:14][C:13]2=3)(=[O:11])=[O:10])=[CH:5][CH:4]=1.[ClH:30].Cl.[NH:32]1[CH2:36][CH2:35][N:34]=[C:33]1[C:37]1[CH:42]=[CH:41][C:40]([CH2:43][CH2:44][NH2:45])=[CH:39][CH:38]=1. (5) The reactants are: [CH2:1]([O:3][C:4]([N:6]1[CH2:13][CH:12]2[CH:8]([CH:9]([CH3:18])[C:10]3[CH:16]=[C:15]([CH3:17])[S:14][C:11]=32)[CH2:7]1)=[O:5])[CH3:2].C(Cl)(Cl)Cl.C1(C=CC(O)=CC=1)O.C1C(=O)N([Br:38])C(=O)C1. Given the product [CH2:1]([O:3][C:4]([N:6]1[CH2:13][CH:12]2[CH:8]([CH:9]([CH3:18])[C:10]3[C:16]([Br:38])=[C:15]([CH3:17])[S:14][C:11]=32)[CH2:7]1)=[O:5])[CH3:2], predict the reactants needed to synthesize it.